From a dataset of Catalyst prediction with 721,799 reactions and 888 catalyst types from USPTO. Predict which catalyst facilitates the given reaction. (1) Reactant: C([O:3][C:4](=[O:15])[C:5]([S:8]([N:11]1[CH2:14][CH2:13][CH2:12]1)(=[O:10])=[O:9])([CH3:7])[CH3:6])C.C[Si](C)(C)[O-].[K+]. Product: [N:11]1([S:8]([C:5]([CH3:7])([CH3:6])[C:4]([OH:15])=[O:3])(=[O:10])=[O:9])[CH2:12][CH2:13][CH2:14]1. The catalyst class is: 632. (2) Reactant: [OH:1][CH2:2][C:3]1[CH:4]=[CH:5][C:6]([N:9]2[CH:13]=[CH:12][C:11]([CH:14]([C:16]3[CH:33]=[CH:32][C:19]4[N:20]([CH2:24][O:25][CH2:26][CH2:27][Si:28]([CH3:31])([CH3:30])[CH3:29])[C:21](=[O:23])[S:22][C:18]=4[CH:17]=3)[CH3:15])=[N:10]2)=[N:7][CH:8]=1. The catalyst class is: 428. Product: [O:23]=[C:21]1[N:20]([CH2:24][O:25][CH2:26][CH2:27][Si:28]([CH3:31])([CH3:30])[CH3:29])[C:19]2[CH:32]=[CH:33][C:16]([CH:14]([C:11]3[CH:12]=[CH:13][N:9]([C:6]4[N:7]=[CH:8][C:3]([CH:2]=[O:1])=[CH:4][CH:5]=4)[N:10]=3)[CH3:15])=[CH:17][C:18]=2[S:22]1.